This data is from Forward reaction prediction with 1.9M reactions from USPTO patents (1976-2016). The task is: Predict the product of the given reaction. (1) The product is: [CH:1]([N:14]1[CH2:19][CH2:18][N:17]([NH:20][C:21]([C@@H:23]2[CH2:28][NH:27][CH2:26][CH2:25][N:24]2[S:36]([C:39]2[CH:44]=[CH:43][C:42]([O:45][CH3:46])=[C:41]([O:47][CH3:48])[CH:40]=2)(=[O:38])=[O:37])=[O:22])[CH2:16][CH2:15]1)([C:2]1[CH:7]=[CH:6][CH:5]=[CH:4][CH:3]=1)[C:8]1[CH:13]=[CH:12][CH:11]=[CH:10][CH:9]=1. Given the reactants [CH:1]([N:14]1[CH2:19][CH2:18][N:17]([NH:20][C:21]([C@@H:23]2[CH2:28][N:27](C(OC(C)(C)C)=O)[CH2:26][CH2:25][N:24]2[S:36]([C:39]2[CH:44]=[CH:43][C:42]([O:45][CH3:46])=[C:41]([O:47][CH3:48])[CH:40]=2)(=[O:38])=[O:37])=[O:22])[CH2:16][CH2:15]1)([C:8]1[CH:13]=[CH:12][CH:11]=[CH:10][CH:9]=1)[C:2]1[CH:7]=[CH:6][CH:5]=[CH:4][CH:3]=1.FC(F)(F)C(O)=O, predict the reaction product. (2) Given the reactants F[C:2]1[CH:7]=[C:6]([F:8])[CH:5]=[CH:4][C:3]=1[C:9]1[N:14]=[CH:13][N:12]=[C:11]([NH:15][C:16]2[CH:17]=[C:18]([CH:29]=[CH:30][CH:31]=2)[CH2:19][S:20](=[N:23]C(=O)OCC)([CH3:22])=[O:21])[N:10]=1.[F:32][C:33]1[CH:38]=[CH:37][C:36]([CH2:39][OH:40])=[CH:35][C:34]=1[CH3:41], predict the reaction product. The product is: [F:8][C:6]1[CH:5]=[CH:4][C:3]([C:9]2[N:14]=[CH:13][N:12]=[C:11]([NH:15][C:16]3[CH:31]=[CH:30][CH:29]=[C:18]([CH2:19][S:20]([CH3:22])(=[NH:23])=[O:21])[CH:17]=3)[N:10]=2)=[C:2]([O:40][CH2:39][C:36]2[CH:37]=[CH:38][C:33]([F:32])=[C:34]([CH3:41])[CH:35]=2)[CH:7]=1. (3) Given the reactants [F:1][C:2]1[CH:7]=[CH:6][C:5]([C@H:8]([CH2:12][CH:13]=[CH2:14])[CH2:9][NH:10][CH3:11])=[CH:4][CH:3]=1.CCN(C(C)C)C(C)C.[C:24]([C:26]1[CH:27]=[C:28]([C:36](Cl)=[O:37])[C:29]2[CH2:30][CH2:31][CH2:32][CH2:33][C:34]=2[CH:35]=1)#[N:25], predict the reaction product. The product is: [C:24]([C:26]1[CH:27]=[C:28]([C:36]([N:10]([CH2:9][C@H:8]([C:5]2[CH:4]=[CH:3][C:2]([F:1])=[CH:7][CH:6]=2)[CH2:12][CH:13]=[CH2:14])[CH3:11])=[O:37])[C:29]2[CH2:30][CH2:31][CH2:32][CH2:33][C:34]=2[CH:35]=1)#[N:25]. (4) Given the reactants [CH3:1][O:2][C:3](Cl)=[O:4].C(N(CC)CC)C.[CH3:13][O:14][NH:15][C:16]([C:18]1[C:19](=[O:52])[C:20]2[CH:25]=[N:24][C:23]([NH:26][C:27]3[CH:32]=[CH:31][C:30]([CH2:33][CH2:34][N:35]4[CH2:40][CH2:39][NH:38][CH2:37][CH2:36]4)=[CH:29][CH:28]=3)=[N:22][C:21]=2[N:41]([C:43]2[CH:44]=[C:45]3[C:49](=[CH:50][CH:51]=2)[CH2:48][CH2:47][CH2:46]3)[CH:42]=1)=[O:17], predict the reaction product. The product is: [CH3:1][O:2][C:3]([N:38]1[CH2:37][CH2:36][N:35]([CH2:34][CH2:33][C:30]2[CH:31]=[CH:32][C:27]([NH:26][C:23]3[N:24]=[CH:25][C:20]4[C:19](=[O:52])[C:18]([C:16](=[O:17])[NH:15][O:14][CH3:13])=[CH:42][N:41]([C:43]5[CH:44]=[C:45]6[C:49](=[CH:50][CH:51]=5)[CH2:48][CH2:47][CH2:46]6)[C:21]=4[N:22]=3)=[CH:28][CH:29]=2)[CH2:40][CH2:39]1)=[O:4]. (5) Given the reactants [NH2:1][C:2]1[S:6][CH:5]=[C:4]([C:7]([O:9][CH3:10])=[O:8])[C:3]=1[CH3:11].CN(C)[CH:14]1CCC(=O)C[CH2:15]1.[BH-](OC(C)=O)(OC(C)=O)O[C:24]([CH3:26])=O.[Na+].CC(O)=O.C(=O)C.C([O-])(O)=O.[Na+], predict the reaction product. The product is: [CH2:14]([N:1]([CH2:24][CH3:26])[C:2]1[S:6][CH:5]=[C:4]([C:7]([O:9][CH3:10])=[O:8])[C:3]=1[CH3:11])[CH3:15]. (6) Given the reactants [F:1][C:2]1[CH:7]=[C:6]([F:8])[CH:5]=[CH:4][C:3]=1[C@:9]1([CH3:34])[CH2:14][C@@H:13]([C:15]2[C:16]([CH3:25])=[N:17][O:18][C:19]=2[CH2:20][C:21]([OH:24])([CH3:23])[CH3:22])[S:12][C:11]([NH:26]C(=O)OC(C)(C)C)=[N:10]1.FC1C=C(F)C(C(O)(C)C)=CC=1[C@]1(C)C[C@@H](C2C(C)=NOC=2C)SC(NC(=O)OC(C)(C)C)=N1.C(O)(C(F)(F)F)=O, predict the reaction product. The product is: [NH2:26][C:11]1[S:12][C@H:13]([C:15]2[C:16]([CH3:25])=[N:17][O:18][C:19]=2[CH2:20][C:21]([CH3:23])([OH:24])[CH3:22])[CH2:14][C@:9]([C:3]2[CH:4]=[CH:5][C:6]([F:8])=[CH:7][C:2]=2[F:1])([CH3:34])[N:10]=1.